This data is from Forward reaction prediction with 1.9M reactions from USPTO patents (1976-2016). The task is: Predict the product of the given reaction. (1) The product is: [CH2:39]([O:76][C:78]([C:2]1[N:10]=[C:9]([CH3:11])[N:8]=[C:7]2[C:3]=1[NH:4][C:5](=[O:35])[N:6]2[C:12]1[CH:17]=[C:16]([O:18][CH2:19][C:20]2[C:25]([O:26][CH3:27])=[CH:24][CH:23]=[C:22]([F:28])[C:21]=2[F:29])[C:15]([O:30][CH2:31][CH2:32][OH:33])=[CH:14][C:13]=1[Cl:34])=[O:82])[CH2:38][CH2:37][CH3:36]. Given the reactants Cl[C:2]1[N:10]=[C:9]([CH3:11])[N:8]=[C:7]2[C:3]=1[NH:4][C:5](=[O:35])[N:6]2[C:12]1[CH:17]=[C:16]([O:18][CH2:19][C:20]2[C:25]([O:26][CH3:27])=[CH:24][CH:23]=[C:22]([F:28])[C:21]=2[F:29])[C:15]([O:30][CH2:31][CH2:32][OH:33])=[CH:14][C:13]=1[Cl:34].[C:36]1(P([C:37]2[CH:36]=CC=[CH:39][CH:38]=2)CCCP([C:37]2[CH:36]=CC=[CH:39][CH:38]=2)[C:37]2[CH:36]=CC=[CH:39][CH:38]=2)C=C[CH:39]=[CH:38][CH:37]=1.C(N(CC)C(C)C)(C)C.CS(C)=[O:76].[CH2:78]([OH:82])CCC, predict the reaction product. (2) Given the reactants [CH3:1][NH:2][CH3:3].[C:4](O)(=O)C.C=O.[C:10]1([C:16]2[NH:24][C:19]3=[N:20][CH:21]=[CH:22][N:23]=[C:18]3[CH:17]=2)[CH:15]=[CH:14][CH:13]=[CH:12][CH:11]=1, predict the reaction product. The product is: [CH3:1][N:2]([CH3:4])[CH2:3][C:17]1[C:18]2[C:19](=[N:20][CH:21]=[CH:22][N:23]=2)[NH:24][C:16]=1[C:10]1[CH:11]=[CH:12][CH:13]=[CH:14][CH:15]=1. (3) Given the reactants [F:1][C:2]1[CH:7]=[CH:6][C:5]([CH2:8][C:9]([OH:11])=[O:10])=[CH:4][CH:3]=1.S(Cl)(Cl)=O.[CH3:16][CH2:17]O, predict the reaction product. The product is: [F:1][C:2]1[CH:3]=[CH:4][C:5]([CH2:8][C:9]([O:11][CH2:16][CH3:17])=[O:10])=[CH:6][CH:7]=1. (4) Given the reactants [F:1][C:2]1[CH:7]=[C:6]([N+:8]([O-])=O)[CH:5]=[CH:4][C:3]=1[N:11]1[CH2:16][CH2:15][N:14]([CH2:17][C:18]([NH2:20])=[O:19])[CH2:13][CH2:12]1.CO.CN(C)C=O, predict the reaction product. The product is: [NH2:8][C:6]1[CH:5]=[CH:4][C:3]([N:11]2[CH2:16][CH2:15][N:14]([CH2:17][C:18]([NH2:20])=[O:19])[CH2:13][CH2:12]2)=[C:2]([F:1])[CH:7]=1. (5) Given the reactants CN(C)[CH:3]=[O:4].P(Cl)(Cl)(Cl)=O.[Cl:11][C:12]1[CH:13]=[CH:14][C:15]([N:28]2[CH:32]=[CH:31][CH:30]=[CH:29]2)=[C:16]([C:18]([C:20]2[CH:25]=[CH:24][CH:23]=[C:22]([O:26][CH3:27])[CH:21]=2)=[O:19])[CH:17]=1.C([O-])(=O)C.[Na+], predict the reaction product. The product is: [Cl:11][C:12]1[CH:13]=[CH:14][C:15]([N:28]2[CH:32]=[CH:31][C:30]([CH:3]=[O:4])=[CH:29]2)=[C:16]([C:18](=[O:19])[C:20]2[CH:25]=[CH:24][CH:23]=[C:22]([O:26][CH3:27])[CH:21]=2)[CH:17]=1. (6) Given the reactants [CH3:1]C([O-])(C)C.[K+].Cl.[CH2:8]([O:10][C:11]([CH:13]1[CH2:18][CH2:17][N:16]([CH2:19][C:20]2[CH:25]=[CH:24][CH:23]=[CH:22][CH:21]=2)[CH2:15][C:14]1=[O:26])=[O:12])[CH3:9].IC.[NH4+].[Cl-], predict the reaction product. The product is: [CH2:8]([O:10][C:11]([C:13]1([CH3:1])[CH2:18][CH2:17][N:16]([CH2:19][C:20]2[CH:21]=[CH:22][CH:23]=[CH:24][CH:25]=2)[CH2:15][C:14]1=[O:26])=[O:12])[CH3:9]. (7) Given the reactants [C:1]([NH:11][C@H:12]([C:16]([O:18][CH:19]([CH3:32])[C:20]([O:22]CC1C=CC(OC)=CC=1)=[O:21])=[O:17])[CH:13]([CH3:15])[CH3:14])([O:3][CH2:4][C:5]1[CH:10]=[CH:9][CH:8]=[CH:7][CH:6]=1)=[O:2].FC(F)(F)C(O)=O, predict the reaction product. The product is: [C:1]([NH:11][C@H:12]([C:16]([O:18][CH:19]([CH3:32])[C:20]([OH:22])=[O:21])=[O:17])[CH:13]([CH3:14])[CH3:15])([O:3][CH2:4][C:5]1[CH:10]=[CH:9][CH:8]=[CH:7][CH:6]=1)=[O:2]. (8) The product is: [CH:1]1([CH:7]([NH:19][C:20]2[CH:21]=[CH:22][C:23]([C:26]([N:28]([CH3:36])[CH2:29][CH2:30][C:31]([OH:33])=[O:32])=[O:27])=[N:24][CH:25]=2)[C:8]2[O:9][C:10]3[CH:17]=[CH:16][C:15]([F:18])=[CH:14][C:11]=3[C:12]=2[CH3:13])[CH2:6][CH2:5][CH2:4][CH2:3][CH2:2]1. Given the reactants [CH:1]1([CH:7]([NH:19][C:20]2[CH:21]=[CH:22][C:23]([C:26]([N:28]([CH3:36])[CH2:29][CH2:30][C:31]([O:33]CC)=[O:32])=[O:27])=[N:24][CH:25]=2)[C:8]2[O:9][C:10]3[CH:17]=[CH:16][C:15]([F:18])=[CH:14][C:11]=3[C:12]=2[CH3:13])[CH2:6][CH2:5][CH2:4][CH2:3][CH2:2]1.O1CCCC1.[OH-].[Na+], predict the reaction product.